From a dataset of Peptide-MHC class I binding affinity with 185,985 pairs from IEDB/IMGT. Regression. Given a peptide amino acid sequence and an MHC pseudo amino acid sequence, predict their binding affinity value. This is MHC class I binding data. (1) The MHC is Patr-A0901 with pseudo-sequence Patr-A0901. The peptide sequence is LFNWAVRTKL. The binding affinity (normalized) is 0.298. (2) The peptide sequence is THEANTMAM. The MHC is HLA-B37:01 with pseudo-sequence HLA-B37:01. The binding affinity (normalized) is 0.287. (3) The MHC is HLA-A24:02 with pseudo-sequence HLA-A24:02. The peptide sequence is YYLEKANKI. The binding affinity (normalized) is 0.921. (4) The peptide sequence is KRHGQRVGR. The MHC is Mamu-B03 with pseudo-sequence Mamu-B03. The binding affinity (normalized) is 0.336. (5) The peptide sequence is QVPLRPMTSK. The MHC is HLA-B53:01 with pseudo-sequence HLA-B53:01. The binding affinity (normalized) is 0.0700. (6) The binding affinity (normalized) is 0.554. The peptide sequence is KVMFVIRFK. The MHC is HLA-A31:01 with pseudo-sequence HLA-A31:01. (7) The peptide sequence is LGFLATAGS. The MHC is Mamu-B6601 with pseudo-sequence Mamu-B6601. The binding affinity (normalized) is 0.395.